This data is from Experimentally validated miRNA-target interactions with 360,000+ pairs, plus equal number of negative samples. The task is: Binary Classification. Given a miRNA mature sequence and a target amino acid sequence, predict their likelihood of interaction. (1) The miRNA is hsa-miR-6854-3p with sequence UGCGUUUCUCCUCUUGAGCAG. The protein sequence of the target gene is MSDCCSAPGISWEAGVGRPAVPGLELQIRRGAMSEETVSESQFSLKTAALRVFDLPLTWYYSLSQIKFSPVAKKLFVVTAVSAISVIFLAHHFKRKRGKKKGKILPWEPEHLILEYTKRAASDKGSSCSSSRQNLTLSLSSTKDKGSQVCNYANGGLFSKYSGSAQSLASVQSVNSCHSCACGNSNSWDKADEDDIKLVNIPVTTPENLYLMGMELFEEALRRWEQALTFRNRQAEDEACGSIKLGAGDAIAEENVDDIISTEFIHKLEALLQRAYRLQEEFEATLGASDPNSLADDIDK.... Result: 0 (no interaction). (2) The miRNA is hsa-miR-6868-5p with sequence ACUGGCAGAACACUGAAGCAGC. The protein sequence of the target gene is MDRAALRAAAMGEKKEGGGGGDAAAAEGGAGAAASRALQQCGQLQKLIDISIGSLRGLRTKCAVSNDLTQQEIRTLEAKLVRYICKQRQCKLSVAPGERTPELNSYPRFSDWLYTFNVRPEVVQEIPRDLTLDALLEMNEAKVKETLRRCGASGDECGRLQYALTCLRKVTGLGGEHKEDSSWSSLDARRESGSGPSTDTLSAASLPWPPGSSQLGRAGNSAQGPRSISVSALPASDSPTPSFSEGLSDTCIPLHASGRLTPRALHSFITPPTTPQLRRHTKLKPPRTPPPPSRKVFQLL.... Result: 0 (no interaction). (3) The miRNA is rno-miR-30a-3p with sequence CUUUCAGUCGGAUGUUUGCAGC. The protein sequence of the target gene is MPVPPPPPPPLPPPPPPLGAPPPPPPSAPPVSTDTSSLRRADPKGRSALLADIQQGTRLRKVTQINDRSAPQIESSKGTNKEGGGSANTRGASTPPTLGDLFAGGFPVLRPAGQRDVAGGKTGQGPGSRAPSPRLPNKTISGPLIPPASPRLGNTSEAHGAARTAPPRPNVPAPPPPTPPPPPPPLPPPLPSSSPIKTPLVSPPGPLTKGNLPVVAPPVPCAPPPPPPPPPPTPPPLPPASVLSDKAVKPQLAPLHLPPIPPPLPLLPPCGYPGLKAEPASPAQDAQEPPAPPPPLPPYA.... Result: 0 (no interaction). (4) The miRNA is hsa-miR-6769a-3p with sequence GAGCCCCUCUCUGCUCUCCAG. The protein sequence of the target gene is MVRIWTTIMIVLILLLRIGPNKPSLSGRQAPAQAQTSDLVPSLFPLGLWAPGFCTWSSPDEDKVWRPAWEQGPKGEPDPRGLRPRKPVPGTGNRDSGTRRRLQDATEQDPRPGNDVASAETAGPPSPSGIRAQDRAPRHRRAPPARMPVAPAPSADGEPLQEQGGGLFHRTRSVYNGLELNTWMKVERLFVEKFHQSFSLDN. Result: 1 (interaction).